Dataset: Full USPTO retrosynthesis dataset with 1.9M reactions from patents (1976-2016). Task: Predict the reactants needed to synthesize the given product. (1) Given the product [C:1]1([C:11]([N:13]2[CH2:18][CH2:17][N:16]([CH2:19][CH:20]=[O:21])[CH2:15][CH2:14]2)=[O:12])[C:10]2[C:5](=[CH:6][CH:7]=[CH:8][CH:9]=2)[CH:4]=[CH:3][CH:2]=1, predict the reactants needed to synthesize it. The reactants are: [C:1]1([C:11]([N:13]2[CH2:18][CH2:17][N:16]([CH2:19][CH2:20][OH:21])[CH2:15][CH2:14]2)=[O:12])[C:10]2[C:5](=[CH:6][CH:7]=[CH:8][CH:9]=2)[CH:4]=[CH:3][CH:2]=1.O=CCCCNC(=O)C1C=CC=CC=1. (2) Given the product [Cl:2][C:3]1[C:4]([O:15][CH2:16][CH2:17][NH:18][CH2:25][C:23]2[O:24][C:20]([Cl:19])=[CH:21][CH:22]=2)=[CH:5][CH:6]=[C:7]2[C:12]=1[CH:11]=[CH:10][C:9]([C:13]#[N:14])=[CH:8]2, predict the reactants needed to synthesize it. The reactants are: [Cl-].[Cl:2][C:3]1[C:12]2[C:7](=[CH:8][C:9]([C:13]#[N:14])=[CH:10][CH:11]=2)[CH:6]=[CH:5][C:4]=1[O:15][CH2:16][CH2:17][NH3+:18].[Cl:19][C:20]1[O:24][C:23]([CH:25]=O)=[CH:22][CH:21]=1. (3) Given the product [OH:1][C:2]1[CH:7]=[C:6]([N:8]2[CH2:13][CH2:12][O:11][CH2:10][CH2:9]2)[CH:5]=[C:4]2[C:3]=1[C:15](=[O:17])[CH:16]=[C:29]([C:28]1[CH:27]=[C:26]([CH:34]=[CH:33][CH:32]=1)[C:24]#[N:25])[O:14]2, predict the reactants needed to synthesize it. The reactants are: [OH:1][C:2]1[CH:7]=[C:6]([N:8]2[CH2:13][CH2:12][O:11][CH2:10][CH2:9]2)[CH:5]=[C:4]([OH:14])[C:3]=1[C:15](=[O:17])[CH3:16].C([O-])([O-])=O.[K+].[K+].[C:24]([C:26]1[CH:27]=[C:28]([CH:32]=[CH:33][CH:34]=1)[C:29](Cl)=O)#[N:25].O. (4) Given the product [CH:3]1([O:7][CH2:21][C:13]2[C:14]([C:16]([O:18][CH2:19][CH3:20])=[O:17])=[CH:15][N:11]([CH2:10][O:9][CH3:8])[N:12]=2)[CH2:6][CH2:5][CH2:4]1, predict the reactants needed to synthesize it. The reactants are: [H-].[Na+].[CH:3]1([OH:7])[CH2:6][CH2:5][CH2:4]1.[CH3:8][O:9][CH2:10][N:11]1[CH:15]=[C:14]([C:16]([O:18][CH2:19][CH3:20])=[O:17])[C:13]([CH2:21]OS(C2C=CC=CC=2)(=O)=O)=[N:12]1. (5) Given the product [O:22]1[CH2:23][CH2:24][CH2:25][CH2:26][CH:21]1[O:20][CH2:19][CH2:18][C:9]1([CH2:18][CH2:19][O:20][CH:21]2[CH2:26][CH2:25][CH2:5][CH2:2][O:4]2)[C:10]2[C:15](=[CH:14][CH:13]=[CH:12][CH:11]=2)[NH:7][C:8]1=[O:16], predict the reactants needed to synthesize it. The reactants are: C[C:2]([CH3:5])([O-:4])C.[K+].[NH:7]1[C:15]2[C:10](=[CH:11][CH:12]=[CH:13][CH:14]=2)[CH2:9][C:8]1=[O:16].Br[CH2:18][CH2:19][O:20][CH:21]1[CH2:26][CH2:25][CH2:24][CH2:23][O:22]1. (6) Given the product [CH3:18][N:19]([CH3:34])[CH2:20][CH2:21][NH:22][S:23]([C:26]1[CH:27]=[CH:28][C:29](/[CH:32]=[N:2]/[NH:1][C:3]2[N:8]=[CH:7][N:6]=[C:5]3[N:9]([C:12]4[CH:17]=[CH:16][CH:15]=[CH:14][N:13]=4)[N:10]=[CH:11][C:4]=23)=[CH:30][CH:31]=1)(=[O:25])=[O:24], predict the reactants needed to synthesize it. The reactants are: [NH:1]([C:3]1[N:8]=[CH:7][N:6]=[C:5]2[N:9]([C:12]3[CH:17]=[CH:16][CH:15]=[CH:14][N:13]=3)[N:10]=[CH:11][C:4]=12)[NH2:2].[CH3:18][N:19]([CH3:34])[CH2:20][CH2:21][NH:22][S:23]([C:26]1[CH:31]=[CH:30][C:29]([CH:32]=O)=[CH:28][CH:27]=1)(=[O:25])=[O:24].COC1N=C(N2C3=NC=NC(NN=CC4C=CN=CC=4)=C3C=N2)C=CC=1. (7) Given the product [N:9]1[CH:10]=[CH:11][C:6]([C:4]2[N:23]=[C:21]([NH:20][C:17]3[CH:18]=[CH:19][C:14]([C:12]#[N:13])=[CH:15][CH:16]=3)[S:22][CH:3]=2)=[CH:7][CH:8]=1, predict the reactants needed to synthesize it. The reactants are: Br.Br[CH2:3][C:4]([C:6]1[CH:11]=[CH:10][N:9]=[CH:8][CH:7]=1)=O.[C:12]([C:14]1[CH:19]=[CH:18][C:17]([NH:20][C:21]([NH2:23])=[S:22])=[CH:16][CH:15]=1)#[N:13].N. (8) Given the product [NH2:8][C@H:9]1[CH2:14][CH2:13][CH2:12][CH2:11][C@H:10]1[NH:15][C:16]1[N:21]=[C:20]([C:22]2[S:26][C:25]([NH2:27])=[N:24][CH:23]=2)[C:19]2[C:35](=[O:49])[NH:36][CH2:37][C:18]=2[C:17]=1[F:50].[C:51]([OH:57])([C:53]([F:56])([F:55])[F:54])=[O:52], predict the reactants needed to synthesize it. The reactants are: C(OC([NH:8][C@H:9]1[CH2:14][CH2:13][CH2:12][CH2:11][C@H:10]1[NH:15][C:16]1[N:21]=[C:20]([C:22]2[S:26][C:25]([NH:27]C(=O)OC(C)(C)C)=[N:24][CH:23]=2)[C:19]2[C:35](=[O:49])[N:36](CC3C=CC(OC)=CC=3OC)[CH2:37][C:18]=2[C:17]=1[F:50])=O)(C)(C)C.[C:51]([OH:57])([C:53]([F:56])([F:55])[F:54])=[O:52]. (9) Given the product [NH2:8][C:9]1[C:10]([C:19]([NH:7][C:2]2[CH:3]=[CH:4][CH:5]=[CH:6][N:1]=2)=[O:20])=[N:11][C:12]2[C:17]([N:18]=1)=[CH:16][CH:15]=[CH:14][CH:13]=2, predict the reactants needed to synthesize it. The reactants are: [N:1]1[CH:6]=[CH:5][CH:4]=[CH:3][C:2]=1[NH2:7].[NH2:8][C:9]1[C:10]([C:19](O)=[O:20])=[N:11][C:12]2[C:17]([N:18]=1)=[CH:16][CH:15]=[CH:14][CH:13]=2.